Dataset: Forward reaction prediction with 1.9M reactions from USPTO patents (1976-2016). Task: Predict the product of the given reaction. (1) Given the reactants [Br:1][C:2]1[CH:3]=[C:4]([CH:9]=[C:10]([C:12](=[O:16])[NH:13][CH2:14][CH3:15])[CH:11]=1)[C:5]([O:7]C)=[O:6].O.[Li+].[OH-].CO, predict the reaction product. The product is: [Br:1][C:2]1[CH:3]=[C:4]([CH:9]=[C:10]([C:12](=[O:16])[NH:13][CH2:14][CH3:15])[CH:11]=1)[C:5]([OH:7])=[O:6]. (2) Given the reactants [CH:1]#C.[C:3]([O:7][K])([CH3:6])([CH3:5])[CH3:4].[C:9]1(=[CH:14][CH2:15]CC(=O)C)[CH2:13][CH2:12][CH2:11][CH2:10]1, predict the reaction product. The product is: [C:9]1(=[CH:14][CH2:15][CH2:4][C:3]([CH3:6])([OH:7])[C:5]#[CH:1])[CH2:13][CH2:12][CH2:11][CH2:10]1.